This data is from Catalyst prediction with 721,799 reactions and 888 catalyst types from USPTO. The task is: Predict which catalyst facilitates the given reaction. (1) Reactant: [C:1]1([C:7]2[S:8][CH:9]=[C:10]([C:12](=[O:14])[CH3:13])[N:11]=2)[CH:6]=[CH:5][CH:4]=[CH:3][CH:2]=1.[BH4-].[Na+].CO.CC(OCC1C2C(=CC=CC=2)C(COC(C)=O)=C2C=1C=CC=C2)=O. Product: [C:1]1([C:7]2[S:8][CH:9]=[C:10]([CH:12]([OH:14])[CH3:13])[N:11]=2)[CH:2]=[CH:3][CH:4]=[CH:5][CH:6]=1. The catalyst class is: 7. (2) Reactant: C1[C@H](N)[C@@H](O[C@H]2O[C@H](CN)[C@@H](O)[C@H](O)[C@H]2N)[C@H]([O:20][C@@H:21]2[O:25][C@H:24]([CH2:26]O)[C@@H:23](O[C@H]3O[C@@H](CN)[C@@H](O)[C@H](O)[C@H]3N)[C@H:22]2[OH:40])[C@@H](O)[C@@H]1N.OS(O)(=O)=O.C(N(CC)CC)C.[Si:55](OS(C(F)(F)F)(=O)=O)([C:58]([CH3:61])([CH3:60])[CH3:59])([CH3:57])[CH3:56]. Product: [CH2:24]([O:25][C:21](=[O:20])[C:22]([O:40][Si:55]([C:58]([CH3:61])([CH3:60])[CH3:59])([CH3:57])[CH3:56])=[CH2:23])[CH3:26]. The catalyst class is: 4. (3) Reactant: [O:1]=[C:2]1[N:8]([CH:9]2[CH2:14][CH2:13][N:12]([C:15]3[N:20]=[CH:19][N:18]=[C:17]([C:21]([O:23]CC)=[O:22])[CH:16]=3)[CH2:11][CH2:10]2)[CH2:7][CH2:6][C:5]2[CH:26]=[CH:27][CH:28]=[CH:29][C:4]=2[NH:3]1.C(O)C.[OH-].[Na+].Cl. Product: [O:1]=[C:2]1[N:8]([CH:9]2[CH2:10][CH2:11][N:12]([C:15]3[N:20]=[CH:19][N:18]=[C:17]([C:21]([OH:23])=[O:22])[CH:16]=3)[CH2:13][CH2:14]2)[CH2:7][CH2:6][C:5]2[CH:26]=[CH:27][CH:28]=[CH:29][C:4]=2[NH:3]1. The catalyst class is: 6. (4) Reactant: [CH3:1][O:2][C:3]1[CH:8]=[CH:7][C:6]([S:9][CH2:10][C:11](O)=O)=[CH:5][CH:4]=1.COC1C=CC(S)=CC=1.BrCC[CH2:26][CH2:27][C:28]([O:30]CC)=[O:29].[OH-].[K+]. The catalyst class is: 8. Product: [CH3:1][O:2][C:3]1[CH:4]=[CH:5][C:6]([S:9][CH2:10][CH2:11][CH2:26][CH2:27][C:28]([OH:30])=[O:29])=[CH:7][CH:8]=1. (5) Reactant: [Br:1][C:2]1[CH:3]=[C:4](/[CH:10]=[N:11]/[S:12]([C:14]([CH3:17])([CH3:16])[CH3:15])=[O:13])[CH:5]=[CH:6][C:7]=1[O:8][CH3:9].[CH3:18][Mg]Br.C1COCC1.C1(C)C=CC=CC=1. Product: [Br:1][C:2]1[CH:3]=[C:4]([C@H:10]([NH:11][S:12]([C:14]([CH3:17])([CH3:16])[CH3:15])=[O:13])[CH3:18])[CH:5]=[CH:6][C:7]=1[O:8][CH3:9]. The catalyst class is: 4. (6) Reactant: [CH3:1][O:2][C:3](=[O:22])[C:4]1[CH:9]=[C:8]([O:10][CH2:11][C:12]2[CH:17]=[CH:16][CH:15]=[CH:14][CH:13]=2)[CH:7]=[CH:6][C:5]=1[C:18]#[C:19][CH2:20][OH:21].N1C=CN=C1.[CH3:28][C:29]([Si:32](Cl)([CH3:34])[CH3:33])([CH3:31])[CH3:30]. Product: [CH3:1][O:2][C:3](=[O:22])[C:4]1[CH:9]=[C:8]([O:10][CH2:11][C:12]2[CH:13]=[CH:14][CH:15]=[CH:16][CH:17]=2)[CH:7]=[CH:6][C:5]=1[C:18]#[C:19][CH2:20][O:21][Si:32]([C:29]([CH3:31])([CH3:30])[CH3:28])([CH3:34])[CH3:33]. The catalyst class is: 2. (7) Reactant: [Br:1][C:2]1[CH:3]=[N:4][C:5](Cl)=[N:6][CH:7]=1.[C:9]([O:13][C:14]([N:16]1[C@H:21]([CH2:22][NH2:23])[CH2:20][C@H:19]2[C@@H:17]1[CH2:18]2)=[O:15])([CH3:12])([CH3:11])[CH3:10].C([O-])([O-])=O.[K+].[K+].CCN(C(C)C)C(C)C. Product: [C:9]([O:13][C:14]([N:16]1[C@H:21]([CH2:22][NH:23][C:5]2[N:4]=[CH:3][C:2]([Br:1])=[CH:7][N:6]=2)[CH2:20][C@H:19]2[C@@H:17]1[CH2:18]2)=[O:15])([CH3:12])([CH3:11])[CH3:10]. The catalyst class is: 673. (8) Reactant: C[C:2]1[CH:9]=[C:8]([NH:10][C:11]2[N:16]=[C:15]([NH:17][C:18]3[C:23]([CH3:24])=[CH:22][C:21]([Br:25])=[CH:20][C:19]=3[CH3:26])[C:14]([N+:27]([O-:29])=[O:28])=[C:13]([CH3:30])[N:12]=2)[CH:7]=[CH:6][C:3]=1[C:4]#[N:5].C(O[CH:36](N(C)C)[N:37]([CH3:39])[CH3:38])(C)(C)C. Product: [Br:25][C:21]1[CH:22]=[C:23]([CH3:24])[C:18]([NH:17][C:15]2[C:14]([N+:27]([O-:29])=[O:28])=[C:13](/[CH:30]=[CH:36]/[N:37]([CH3:39])[CH3:38])[N:12]=[C:11]([NH:10][C:8]3[CH:7]=[CH:6][C:3]([C:4]#[N:5])=[CH:2][CH:9]=3)[N:16]=2)=[C:19]([CH3:26])[CH:20]=1. The catalyst class is: 3.